This data is from TCR-epitope binding with 47,182 pairs between 192 epitopes and 23,139 TCRs. The task is: Binary Classification. Given a T-cell receptor sequence (or CDR3 region) and an epitope sequence, predict whether binding occurs between them. (1) The TCR CDR3 sequence is CASSQGAILNYEQYF. Result: 1 (the TCR binds to the epitope). The epitope is LEPLVDLPI. (2) The epitope is ILKEPVHGV. The TCR CDR3 sequence is CASSSSTGDDYTF. Result: 0 (the TCR does not bind to the epitope). (3) The epitope is FTYASALWEI. The TCR CDR3 sequence is CASSLGNPYEQYF. Result: 0 (the TCR does not bind to the epitope). (4) The epitope is KAYNVTQAF. The TCR CDR3 sequence is CASSLDRGAEQFF. Result: 1 (the TCR binds to the epitope). (5) The epitope is KRWIILGLNK. The TCR CDR3 sequence is CASSRTSGSSYNEQFF. Result: 0 (the TCR does not bind to the epitope).